This data is from Catalyst prediction with 721,799 reactions and 888 catalyst types from USPTO. The task is: Predict which catalyst facilitates the given reaction. (1) Reactant: [CH3:1][O:2][C:3]([C:5]1[CH:10]=[CH:9][CH:8]=[CH:7][C:6]=1[S:11][CH2:12][CH2:13][C:14]1[CH:24]=[CH:23][C:17]([O:18][CH2:19][C:20]([OH:22])=O)=[CH:16][CH:15]=1)=[O:4].[F:25][C:26]1[CH:35]=[CH:34][CH:33]=[CH:32][C:27]=1[CH2:28][NH:29][CH2:30][CH3:31].F[B-](F)(F)F.N1(OC(N(C)C)=[N+](C)C)C2C=CC=CC=2N=N1.C(N(C(C)C)C(C)C)C. Product: [CH2:30]([N:29]([CH2:28][C:27]1[CH:32]=[CH:33][CH:34]=[CH:35][C:26]=1[F:25])[C:20](=[O:22])[CH2:19][O:18][C:17]1[CH:16]=[CH:15][C:14]([CH2:13][CH2:12][S:11][C:6]2[CH:7]=[CH:8][CH:9]=[CH:10][C:5]=2[C:3]([O:2][CH3:1])=[O:4])=[CH:24][CH:23]=1)[CH3:31]. The catalyst class is: 2. (2) Reactant: [CH2:1]([O:3][C:4]([C:6]1[CH:11]=[CH:10][C:9]([C:12]2[CH:17]=[C:16]([NH2:18])[CH:15]=[CH:14][C:13]=2[Cl:19])=[CH:8][CH:7]=1)=[O:5])[CH3:2].[C:20]([N:27]1[CH2:31][CH2:30][CH2:29][C@@H:28]1[C:32](O)=[O:33])([O:22][C:23]([CH3:26])([CH3:25])[CH3:24])=[O:21].CN(C(ON1N=NC2C=CC=CC1=2)=[N+](C)C)C.F[P-](F)(F)(F)(F)F.CN1CCOCC1. Product: [C:23]([O:22][C:20]([N:27]1[CH2:31][CH2:30][CH2:29][C@@H:28]1[C:32](=[O:33])[NH:18][C:16]1[CH:17]=[C:12]([C:9]2[CH:10]=[CH:11][C:6]([C:4]([O:3][CH2:1][CH3:2])=[O:5])=[CH:7][CH:8]=2)[C:13]([Cl:19])=[CH:14][CH:15]=1)=[O:21])([CH3:26])([CH3:25])[CH3:24]. The catalyst class is: 3. (3) Reactant: [Cl:1][C:2]1[C:9]([CH3:10])=[C:8]([NH:11][C@@H:12]([C:16]2[O:17][C:18]([C:21]3[CH:26]=[CH:25][C:24]([OH:27])=[CH:23][CH:22]=3)=[N:19][N:20]=2)[C@@H:13]([OH:15])[CH3:14])[CH:7]=[CH:6][C:3]=1[C:4]#[N:5].C[O-].[Na+:30].N1C=CC=CC=1.[S:37](=[O:40])(=[O:39])=[O:38]. Product: [S:37]([O-:40])([O:27][C:24]1[CH:23]=[CH:22][C:21]([C:18]2[O:17][C:16]([C@H:12]([NH:11][C:8]3[CH:7]=[CH:6][C:3]([C:4]#[N:5])=[C:2]([Cl:1])[C:9]=3[CH3:10])[C@@H:13]([OH:15])[CH3:14])=[N:20][N:19]=2)=[CH:26][CH:25]=1)(=[O:39])=[O:38].[Na+:30]. The catalyst class is: 1.